From a dataset of Forward reaction prediction with 1.9M reactions from USPTO patents (1976-2016). Predict the product of the given reaction. (1) Given the reactants [CH3:1][C:2]1[N:6]([CH3:7])[C:5](=[O:8])[C:4](=[CH:9][C:10]2[CH:15]=[CH:14][CH:13]=[CH:12][C:11]=2[O:16]C)[N:3]=1.B(Br)(Br)Br, predict the reaction product. The product is: [CH3:1][C:2]1[N:6]([CH3:7])[C:5](=[O:8])[C:4](=[CH:9][C:10]2[CH:15]=[CH:14][CH:13]=[CH:12][C:11]=2[OH:16])[N:3]=1. (2) Given the reactants [Br:1][C:2]1[C:3]([CH3:10])=[CH:4][C:5](N)=[N:6][C:7]=1[CH3:8].[OH2:11], predict the reaction product. The product is: [Br:1][C:2]1[C:3]([CH3:10])=[CH:4][C:5]([OH:11])=[N:6][C:7]=1[CH3:8]. (3) Given the reactants [CH3:1][C:2]1([CH3:25])[CH2:6][N:5]([C:7]2[CH:8]=[N:9][N:10]3[CH2:15][CH:14]([CH3:16])[N:13](C(OC(C)(C)C)=O)[CH2:12][C:11]=23)[C:4](=[O:24])[CH2:3]1, predict the reaction product. The product is: [CH3:25][C:2]1([CH3:1])[CH2:6][N:5]([C:7]2[CH:8]=[N:9][N:10]3[CH2:15][CH:14]([CH3:16])[NH:13][CH2:12][C:11]=23)[C:4](=[O:24])[CH2:3]1.